This data is from Reaction yield outcomes from USPTO patents with 853,638 reactions. The task is: Predict the reaction yield, written as a fraction of the theoretical maximum amount of product (1.0 means a 100% yield; for example, 0.34 means a 34% yield). The reactants are CCN(C(C)C)C(C)C.[Cl:10][C:11]1[N:16]=[C:15]([C:17]2[NH:18][C:19]3[C:24]([CH:25]=2)=[C:23]([F:26])[CH:22]=[CH:21][CH:20]=3)[C:14]([OH:27])=[CH:13][CH:12]=1.[F:28][C:29]([F:42])([F:41])[S:30](O[S:30]([C:29]([F:42])([F:41])[F:28])(=[O:32])=[O:31])(=[O:32])=[O:31]. The catalyst is CN(C1C=CN=CC=1)C.C(Cl)Cl.O. The product is [F:28][C:29]([F:42])([F:41])[S:30]([O:27][C:14]1[C:15]([C:17]2[NH:18][C:19]3[C:24]([CH:25]=2)=[C:23]([F:26])[CH:22]=[CH:21][CH:20]=3)=[N:16][C:11]([Cl:10])=[CH:12][CH:13]=1)(=[O:32])=[O:31]. The yield is 0.830.